From a dataset of Reaction yield outcomes from USPTO patents with 853,638 reactions. Predict the reaction yield, written as a fraction of the theoretical maximum amount of product (1.0 means a 100% yield; for example, 0.34 means a 34% yield). (1) The reactants are C[O:2][C:3](=[O:39])[CH2:4][C:5]1[CH:14]=[C:13]2[C:8]([CH2:9][CH2:10][N:11]([CH2:15][CH2:16][CH2:17][N:18]([C:31]3[N:36]=[CH:35][C:34]([CH2:37][CH3:38])=[CH:33][N:32]=3)[CH2:19][C:20]3[CH:25]=[CH:24][C:23]([O:26][C:27]([F:30])([F:29])[F:28])=[CH:22][CH:21]=3)[CH2:12]2)=[CH:7][CH:6]=1.[Li+].[OH-]. The catalyst is C1COCC1.CO. The product is [CH2:37]([C:34]1[CH:33]=[N:32][C:31]([N:18]([CH2:19][C:20]2[CH:21]=[CH:22][C:23]([O:26][C:27]([F:28])([F:30])[F:29])=[CH:24][CH:25]=2)[CH2:17][CH2:16][CH2:15][N:11]2[CH2:10][CH2:9][C:8]3[C:13](=[CH:14][C:5]([CH2:4][C:3]([OH:39])=[O:2])=[CH:6][CH:7]=3)[CH2:12]2)=[N:36][CH:35]=1)[CH3:38]. The yield is 0.660. (2) The reactants are [CH:1]1([NH:4][C:5]([C:7]2[CH:12]=[CH:11][C:10]([NH:13]C(=O)OC(C)(C)C)=[CH:9][CH:8]=2)=[O:6])[CH2:3][CH2:2]1.C(O)(C(F)(F)F)=O. No catalyst specified. The product is [NH2:13][C:10]1[CH:11]=[CH:12][C:7]([C:5]([NH:4][CH:1]2[CH2:2][CH2:3]2)=[O:6])=[CH:8][CH:9]=1. The yield is 1.00.